Dataset: Peptide-MHC class II binding affinity with 134,281 pairs from IEDB. Task: Regression. Given a peptide amino acid sequence and an MHC pseudo amino acid sequence, predict their binding affinity value. This is MHC class II binding data. (1) The peptide sequence is SLFFSAQPFEITAST. The MHC is HLA-DPA10301-DPB10402 with pseudo-sequence HLA-DPA10301-DPB10402. The binding affinity (normalized) is 0.820. (2) The peptide sequence is NVWERHYLAGEMTLM. The MHC is HLA-DQA10101-DQB10501 with pseudo-sequence HLA-DQA10101-DQB10501. The binding affinity (normalized) is 0.388. (3) The peptide sequence is LQSLTNLLSSNLSWL. The MHC is DRB1_0405 with pseudo-sequence DRB1_0405. The binding affinity (normalized) is 0.644. (4) The peptide sequence is NNLMMIEQYPYVVIM. The MHC is HLA-DQA10501-DQB10201 with pseudo-sequence HLA-DQA10501-DQB10201. The binding affinity (normalized) is 0.220. (5) The peptide sequence is FFLLTRILTIPQSLD. The MHC is HLA-DPA10201-DPB10101 with pseudo-sequence HLA-DPA10201-DPB10101. The binding affinity (normalized) is 1.00. (6) The peptide sequence is EVVKANGGYLAAGKL. The MHC is DRB1_0301 with pseudo-sequence DRB1_0301. The binding affinity (normalized) is 0.609. (7) The peptide sequence is IGCAMLHWSLILPGI. The MHC is DRB1_0404 with pseudo-sequence DRB1_0404. The binding affinity (normalized) is 0.558.